Task: Predict the reaction yield, written as a fraction of the theoretical maximum amount of product (1.0 means a 100% yield; for example, 0.34 means a 34% yield).. Dataset: Reaction yield outcomes from USPTO patents with 853,638 reactions (1) The reactants are C[Al](C)C.[NH:5]1[CH2:10][CH2:9][CH2:8][CH2:7][CH2:6]1.[C:11]([C:13]1[C:18]2[N:19]=[C:20]([C:22](OCC)=[O:23])[O:21][C:17]=2[C:16]([F:27])=[C:15]([C:28]2[CH:33]=[CH:32][CH:31]=[CH:30][CH:29]=2)[C:14]=1[CH3:34])#[N:12].Cl. The catalyst is ClCCl. The product is [F:27][C:16]1[C:15]([C:28]2[CH:33]=[CH:32][CH:31]=[CH:30][CH:29]=2)=[C:14]([CH3:34])[C:13]([C:11]#[N:12])=[C:18]2[C:17]=1[O:21][C:20]([C:22]([N:5]1[CH2:10][CH2:9][CH2:8][CH2:7][CH2:6]1)=[O:23])=[N:19]2. The yield is 0.370. (2) The reactants are [CH3:1][C:2]([N:7]1[CH:11]=[C:10]([C:12]2[CH:17]=[CH:16][N:15]=[C:14]3[NH:18][CH:19]=[CH:20][C:13]=23)[CH:9]=[N:8]1)([CH3:6])[C:3](O)=[O:4].C1N=C[N:23](C(N2C=NC=C2)=O)C=1.[NH4+].[Cl-]. The catalyst is CN(C=O)C. The product is [CH3:1][C:2]([N:7]1[CH:11]=[C:10]([C:12]2[CH:17]=[CH:16][N:15]=[C:14]3[NH:18][CH:19]=[CH:20][C:13]=23)[CH:9]=[N:8]1)([CH3:6])[C:3]([NH2:23])=[O:4]. The yield is 0.260. (3) The reactants are [C:1]([C:3]1([C:6]([O:8][CH2:9][CH3:10])=[O:7])[CH2:5][CH2:4]1)#[N:2].N. The catalyst is C(O)C.O.[Ni]. The product is [NH2:2][CH2:1][C:3]1([C:6]([O:8][CH2:9][CH3:10])=[O:7])[CH2:5][CH2:4]1. The yield is 0.670. (4) The reactants are [I:1][C:2]1[CH:3]=[C:4]([CH:8]=[C:9]([N+:11]([O-:13])=[O:12])[CH:10]=1)[C:5]([OH:7])=[O:6].O=S(Cl)Cl.[CH3:18]O. No catalyst specified. The product is [CH3:18][O:6][C:5](=[O:7])[C:4]1[CH:8]=[C:9]([N+:11]([O-:13])=[O:12])[CH:10]=[C:2]([I:1])[CH:3]=1. The yield is 0.990.